This data is from Full USPTO retrosynthesis dataset with 1.9M reactions from patents (1976-2016). The task is: Predict the reactants needed to synthesize the given product. Given the product [CH:10]1[C:18]2[C:17]3[CH:19]=[CH:20][CH:21]=[CH:22][C:16]=3[S:15][C:14]=2[C:13]([C:2]2[CH:3]=[C:4]([OH:9])[CH:5]=[C:6]([OH:7])[CH:8]=2)=[CH:12][CH:11]=1, predict the reactants needed to synthesize it. The reactants are: Br[C:2]1[CH:3]=[C:4]([OH:9])[CH:5]=[C:6]([CH:8]=1)[OH:7].[CH:10]1[C:18]2[C:17]3[CH:19]=[CH:20][CH:21]=[CH:22][C:16]=3[S:15][C:14]=2[C:13](B(O)O)=[CH:12][CH:11]=1.CC1C=CC=CC=1P(C1C=CC=CC=1C)C1C=CC=CC=1C.C(=O)([O-])[O-].[K+].[K+].